Dataset: Catalyst prediction with 721,799 reactions and 888 catalyst types from USPTO. Task: Predict which catalyst facilitates the given reaction. (1) Reactant: [Br:1][C:2]1[CH:7]=[CH:6][C:5]([OH:8])=[C:4]([O:9][CH3:10])[CH:3]=1.[CH3:11][C:12]1[CH:13]=[C:14](B(O)O)[CH:15]=[CH:16][CH:17]=1. Product: [Br:1][C:2]1[CH:7]=[CH:6][C:5]([O:8][C:16]2[CH:17]=[C:12]([CH3:11])[CH:13]=[CH:14][CH:15]=2)=[C:4]([O:9][CH3:10])[CH:3]=1. The catalyst class is: 2. (2) Reactant: Br[CH2:2][C:3]1[CH:8]=[CH:7][CH:6]=[CH:5][C:4]=1/[C:9](=[CH:14]\[O:15][CH3:16])/[C:10]([O:12][CH3:13])=[O:11].[OH:17][C:18]1[CH:19]=[C:20]([CH:23]=[CH:24][CH:25]=1)[CH:21]=[O:22].C(=O)([O-])[O-].[K+].[K+].O. Product: [CH:21]([C:20]1[CH:19]=[C:18]([CH:25]=[CH:24][CH:23]=1)[O:17][CH2:2][C:3]1[CH:8]=[CH:7][CH:6]=[CH:5][C:4]=1/[C:9](=[CH:14]\[O:15][CH3:16])/[C:10]([O:12][CH3:13])=[O:11])=[O:22]. The catalyst class is: 10. (3) Reactant: [C:1]([O:5][C:6](=[O:34])[C:7]1[CH:12]=[C:11]([O:13]CC2C=CC=CC=2)[C:10]([CH2:21][C:22]2([CH3:25])[CH2:24][O:23]2)=[C:9]([O:26]CC2C=CC=CC=2)[CH:8]=1)([CH3:4])([CH3:3])[CH3:2].CCN(CC)CC. Product: [C:1]([O:5][C:6]([C:7]1[CH:12]=[C:11]([OH:13])[C:10]2[CH2:21][C:22]([CH2:24][OH:23])([CH3:25])[O:26][C:9]=2[CH:8]=1)=[O:34])([CH3:3])([CH3:2])[CH3:4]. The catalyst class is: 19. (4) Reactant: [Si:1]([O:8][CH:9]([CH:15]1[CH2:23][C:22]2[C:17](=[CH:18][CH:19]=[C:20]([C:24]3[CH:29]=[CH:28][CH:27]=[CH:26][CH:25]=3)[CH:21]=2)[CH2:16]1)[C:10]1[O:11][CH:12]=[CH:13][N:14]=1)([C:4]([CH3:7])([CH3:6])[CH3:5])([CH3:3])[CH3:2].[Li]CCCC.[Sn:35](Cl)([CH2:44][CH2:45][CH2:46][CH3:47])([CH2:40][CH2:41][CH2:42][CH3:43])[CH2:36][CH2:37][CH2:38][CH3:39]. Product: [Si:1]([O:8][CH:9]([CH:15]1[CH2:23][C:22]2[C:17](=[CH:18][CH:19]=[C:20]([C:24]3[CH:29]=[CH:28][CH:27]=[CH:26][CH:25]=3)[CH:21]=2)[CH2:16]1)[C:10]1[O:11][C:12]([Sn:35]([CH2:40][CH2:41][CH2:42][CH3:43])([CH2:44][CH2:45][CH2:46][CH3:47])[CH2:36][CH2:37][CH2:38][CH3:39])=[CH:13][N:14]=1)([C:4]([CH3:7])([CH3:5])[CH3:6])([CH3:3])[CH3:2]. The catalyst class is: 49. (5) Reactant: [BH4-].[Na+].[CH3:3][O:4][C:5]1[CH:6]=[C:7]([CH:22]=[O:23])[C:8]2[O:12][C:11]([C:13]3[CH:18]=[CH:17][C:16]([O:19][CH3:20])=[CH:15][CH:14]=3)=[N:10][C:9]=2[CH:21]=1. Product: [CH3:3][O:4][C:5]1[CH:6]=[C:7]([CH2:22][OH:23])[C:8]2[O:12][C:11]([C:13]3[CH:14]=[CH:15][C:16]([O:19][CH3:20])=[CH:17][CH:18]=3)=[N:10][C:9]=2[CH:21]=1. The catalyst class is: 5. (6) Reactant: C([O:5][NH:6][C:7](=[O:31])[CH:8]([NH:16][S:17]([C:20]1[CH:25]=[CH:24][C:23]([O:26][CH2:27][C:28]#[C:29][CH3:30])=[CH:22][CH:21]=1)(=[O:19])=[O:18])[C:9]1[CH:14]=[CH:13][C:12]([OH:15])=[CH:11][CH:10]=1)(C)(C)C. Product: [CH2:27]([O:26][C:23]1[CH:22]=[CH:21][C:20]([S:17]([NH:16][CH:8]([C:9]2[CH:14]=[CH:13][C:12]([OH:15])=[CH:11][CH:10]=2)[C:7]([NH:6][OH:5])=[O:31])(=[O:19])=[O:18])=[CH:25][CH:24]=1)[C:28]#[C:29][CH3:30]. The catalyst class is: 67.